This data is from Forward reaction prediction with 1.9M reactions from USPTO patents (1976-2016). The task is: Predict the product of the given reaction. (1) The product is: [CH3:1][O:2][C:3]([C:5]1[CH:13]=[C:12]2[C:8]([C:9]([C:16]([OH:18])=[O:17])=[CH:10][N:11]2[CH2:14][CH3:15])=[CH:7][CH:6]=1)=[O:4]. Given the reactants [CH3:1][O:2][C:3]([C:5]1[CH:13]=[C:12]2[C:8]([C:9]([CH:16]=[O:17])=[CH:10][N:11]2[CH2:14][CH3:15])=[CH:7][CH:6]=1)=[O:4].[O-:18][Mn](=O)(=O)=O.[K+], predict the reaction product. (2) Given the reactants [N+:1]([C:4]1[CH:5]=[C:6]([CH:17]=[CH:18][CH:19]=1)[O:7][C:8]1[CH:9]=[CH:10][C:11](C(O)=O)=[N:12][CH:13]=1)([O-:3])=[O:2].C1(P([N:34]=[N+]=[N-])(C2C=CC=CC=2)=O)C=CC=CC=1.C(N(CC)CC)C, predict the reaction product. The product is: [N+:1]([C:4]1[CH:5]=[C:6]([CH:17]=[CH:18][CH:19]=1)[O:7][C:8]1[CH:9]=[CH:10][C:11]([NH2:34])=[N:12][CH:13]=1)([O-:3])=[O:2]. (3) Given the reactants [CH:1]1([C:4]2[N:9]=[C:8]([C:10](=[N:12][OH:13])[NH2:11])[CH:7]=[C:6]([C:14]([F:17])([F:16])[F:15])[N:5]=2)[CH2:3][CH2:2]1.[C:18](N1C=CN=C1)(N1C=CN=C1)=[O:19].CCCCCCC=CCCC.Cl, predict the reaction product. The product is: [CH:1]1([C:4]2[N:9]=[C:8]([C:10]3[NH:12][O:13][C:18](=[O:19])[N:11]=3)[CH:7]=[C:6]([C:14]([F:16])([F:17])[F:15])[N:5]=2)[CH2:3][CH2:2]1. (4) Given the reactants Cl[C:2]1[CH:11]=[CH:10][C:5]([C:6]([O:8][CH3:9])=[O:7])=[C:4]([N+:12]([O-:14])=[O:13])[CH:3]=1.[CH3:15][O:16][C:17]1[CH:22]=[CH:21][C:20](B(O)O)=[CH:19][CH:18]=1.[F-].[Cs+].O, predict the reaction product. The product is: [CH3:15][O:16][C:17]1[CH:22]=[CH:21][C:20]([C:2]2[CH:11]=[CH:10][C:5]([C:6]([O:8][CH3:9])=[O:7])=[C:4]([N+:12]([O-:14])=[O:13])[CH:3]=2)=[CH:19][CH:18]=1. (5) Given the reactants [F:1][C:2]1[CH:3]=[C:4]([C:8]2[C:16]3[C:11](=[CH:12][CH:13]=[C:14]([C:17]([C:19]4[S:20][CH:21]=[CH:22][CH:23]=4)=[O:18])[CH:15]=3)[N:10](CO)[N:9]=2)[CH:5]=[CH:6][CH:7]=1, predict the reaction product. The product is: [NH3:9].[F:1][C:2]1[CH:3]=[C:4]([C:8]2[C:16]3[C:11](=[CH:12][CH:13]=[C:14]([C:17]([C:19]4[S:20][CH:21]=[CH:22][CH:23]=4)=[O:18])[CH:15]=3)[NH:10][N:9]=2)[CH:5]=[CH:6][CH:7]=1. (6) Given the reactants [CH3:1][C:2]1[CH:11]=[CH:10][C:5]([C:6]([O:8]C)=[O:7])=[CH:4][C:3]=1[N:12]1[C:21](=[O:22])[C:20]2[C:15](=[CH:16][CH:17]=[C:18]([N:23]3[CH2:28][CH2:27][N:26]([CH2:29][CH3:30])[CH2:25][CH2:24]3)[CH:19]=2)[N:14]=[CH:13]1.[OH-].[Na+], predict the reaction product. The product is: [CH3:1][C:2]1[CH:11]=[CH:10][C:5]([C:6]([OH:8])=[O:7])=[CH:4][C:3]=1[N:12]1[C:21](=[O:22])[C:20]2[C:15](=[CH:16][CH:17]=[C:18]([N:23]3[CH2:24][CH2:25][N:26]([CH2:29][CH3:30])[CH2:27][CH2:28]3)[CH:19]=2)[N:14]=[CH:13]1.